Dataset: Reaction yield outcomes from USPTO patents with 853,638 reactions. Task: Predict the reaction yield, written as a fraction of the theoretical maximum amount of product (1.0 means a 100% yield; for example, 0.34 means a 34% yield). (1) The reactants are [CH:1]([C:3]1[CH:8]=[CH:7][C:6](B(O)O)=[CH:5][CH:4]=1)=[CH2:2].Cl[C:13]1[CH:18]=[CH:17][CH:16]=[CH:15][C:14]=1[C:19]1[CH:24]=[CH:23][CH:22]=[CH:21][N:20]=1.F[K].C(P)(C)(C)C.P(C(C)(C)C)(C(C)(C)C)C(C)(C)C. The catalyst is C(=CC(C=CC1C=CC=CC=1)=O)C1C=CC=CC=1.C(=CC(C=CC1C=CC=CC=1)=O)C1C=CC=CC=1.C(=CC(C=CC1C=CC=CC=1)=O)C1C=CC=CC=1.[Pd].O1CCOCC1. The product is [CH:1]([C:3]1[CH:8]=[CH:7][C:6]([C:13]2[CH:18]=[CH:17][CH:16]=[CH:15][C:14]=2[C:19]2[CH:24]=[CH:23][CH:22]=[CH:21][N:20]=2)=[CH:5][CH:4]=1)=[CH2:2]. The yield is 0.500. (2) The reactants are [CH2:1]([N:5]1[C:14](=[O:15])[C:13]([C:16]#[N:17])=[C:12]2[C:7]([CH2:8][CH2:9][CH2:10][CH2:11]2)=[CH:6]1)[CH2:2][CH2:3][CH3:4].C1(C)C=CC=CC=1.[H-].C([Al+]CC(C)C)C(C)C.Cl. The catalyst is C1(C)C=CC=CC=1. The product is [CH2:1]([N:5]1[C:14](=[O:15])[CH:13]([C:16]#[N:17])[C:12]2[CH2:11][CH2:10][CH2:9][CH2:8][C:7]=2[CH2:6]1)[CH2:2][CH2:3][CH3:4]. The yield is 0.700. (3) The reactants are [Cl-].O[NH3+:3].[C:4](=[O:7])([O-])[OH:5].[Na+].CS(C)=O.[OH:13][C:14]1([CH:48]2[CH2:53][CH2:52][O:51][CH2:50][CH2:49]2)[CH2:19][CH2:18][CH:17]([N:20]2[C:25](=[O:26])[C:24]([CH2:27][C:28]3[CH:33]=[CH:32][C:31]([C:34]4[C:35]([C:40]#[N:41])=[CH:36][CH:37]=[CH:38][CH:39]=4)=[CH:30][CH:29]=3)=[C:23]([CH2:42][CH2:43][CH3:44])[N:22]3[N:45]=[CH:46][N:47]=[C:21]23)[CH2:16][CH2:15]1. The catalyst is O.C(OCC)(=O)C. The product is [OH:13][C:14]1([CH:48]2[CH2:49][CH2:50][O:51][CH2:52][CH2:53]2)[CH2:15][CH2:16][CH:17]([N:20]2[C:25](=[O:26])[C:24]([CH2:27][C:28]3[CH:29]=[CH:30][C:31]([C:34]4[CH:39]=[CH:38][CH:37]=[CH:36][C:35]=4[C:40]4[NH:3][C:4](=[O:7])[O:5][N:41]=4)=[CH:32][CH:33]=3)=[C:23]([CH2:42][CH2:43][CH3:44])[N:22]3[N:45]=[CH:46][N:47]=[C:21]23)[CH2:18][CH2:19]1. The yield is 0.140.